This data is from Forward reaction prediction with 1.9M reactions from USPTO patents (1976-2016). The task is: Predict the product of the given reaction. (1) Given the reactants [F:1][C:2]([F:35])([F:34])[C:3]1[CH:4]=[C:5]([CH2:13][CH:14]([NH:19][C:20]2[C:25]([C:26]([O:28][CH2:29][CH3:30])=[O:27])=[CH:24][N:23]=[C:22](S(C)=O)[N:21]=2)C(OC)=O)[CH:6]=[C:7]([C:9]([F:12])([F:11])[F:10])[CH:8]=1.[CH3:36][O-:37].[Na+].C(O)(=O)C[C:41](CC(O)=O)(C(O)=O)[OH:42].[C:52](=[O:55])(O)[O-].[Na+], predict the reaction product. The product is: [F:1][C:2]([F:34])([F:35])[C:3]1[CH:4]=[C:5]([C:13](=[C:41]=[O:42])[CH:14]([NH:19][C:20]2[C:25]([C:26]([O:28][CH2:29][CH3:30])=[O:27])=[CH:24][N:23]=[C:22]([O:55][CH3:52])[N:21]=2)[O:37][CH3:36])[CH:6]=[C:7]([C:9]([F:11])([F:12])[F:10])[CH:8]=1. (2) Given the reactants [Cl:1][C:2]1[CH:3]=[C:4]([CH:24]=[CH:25][CH:26]=1)[CH2:5][N:6]([C:12]1[C:17]([C:18]([F:21])([F:20])[F:19])=[CH:16][C:15]([NH2:22])=[CH:14][C:13]=1[NH2:23])[C:7](=O)[O:8]CC.[H-].[Na+].C(=O)(O)[O-].[Na+], predict the reaction product. The product is: [NH2:22][C:15]1[CH:16]=[C:17]([C:18]([F:21])([F:20])[F:19])[C:12]2[N:6]([CH2:5][C:4]3[CH:24]=[CH:25][CH:26]=[C:2]([Cl:1])[CH:3]=3)[C:7](=[O:8])[NH:23][C:13]=2[CH:14]=1. (3) Given the reactants C(COC)OC.[NH2:7][C:8]1[CH:15]=[CH:14][C:13](Br)=[CH:12][C:9]=1[C:10]#[N:11].[F:17][C:18]([F:29])([F:28])[C:19]1[CH:24]=[CH:23][C:22](B(O)O)=[CH:21][CH:20]=1.C(=O)([O-])[O-].[K+].[K+], predict the reaction product. The product is: [NH2:7][C:8]1[CH:15]=[CH:14][C:13]([C:22]2[CH:23]=[CH:24][C:19]([C:18]([F:29])([F:28])[F:17])=[CH:20][CH:21]=2)=[CH:12][C:9]=1[C:10]#[N:11]. (4) Given the reactants [NH2:1][C:2]1[C:11]2[C:6](=[CH:7][CH:8]=[CH:9][CH:10]=2)[CH:5]=[CH:4][C:3]=1[NH:12][C:13]1[CH:18]=[CH:17][CH:16]=[C:15]([NH:19][C:20]([O:22][C:23]([CH3:26])([CH3:25])[CH3:24])=[O:21])[CH:14]=1.[C:27](Cl)(=[O:31])[C:28](Cl)=[O:29], predict the reaction product. The product is: [C:23]([O:22][C:20]([NH:19][C:15]1[CH:14]=[C:13]([N:12]2[C:3]3[CH:4]=[CH:5][C:6]4[CH:7]=[CH:8][CH:9]=[CH:10][C:11]=4[C:2]=3[NH:1][C:28](=[O:29])[C:27]2=[O:31])[CH:18]=[CH:17][CH:16]=1)=[O:21])([CH3:26])([CH3:25])[CH3:24]. (5) Given the reactants I[C:2]1[CH:7]=[CH:6][C:5]([C:8]2[O:9][C:10]([CH3:13])=[N:11][N:12]=2)=[CH:4][CH:3]=1.[CH:14]1([CH2:17][NH:18][C:19](=[O:36])[C:20]2[CH:25]=[CH:24][C:23]([CH3:26])=[C:22](B3OC(C)(C)C(C)(C)O3)[CH:21]=2)[CH2:16]C1, predict the reaction product. The product is: [CH:17]1([NH:18][C:19]([C:20]2[CH:21]=[C:22]([C:2]3[CH:7]=[CH:6][C:5]([C:8]4[O:9][C:10]([CH3:13])=[N:11][N:12]=4)=[CH:4][CH:3]=3)[C:23]([CH3:26])=[CH:24][CH:25]=2)=[O:36])[CH2:14][CH2:16]1. (6) Given the reactants [NH2:1][C:2]1[CH:11]=[CH:10][C:5]([C:6]([O:8][CH3:9])=[O:7])=[CH:4][N:3]=1.C(O)(=O)C.[CH:16](OCC)(OCC)OCC.[N-:26]=[N+:27]=[N-:28].[Na+], predict the reaction product. The product is: [N:1]1([C:2]2[CH:11]=[CH:10][C:5]([C:6]([O:8][CH3:9])=[O:7])=[CH:4][N:3]=2)[CH:16]=[N:28][N:27]=[N:26]1.